This data is from Full USPTO retrosynthesis dataset with 1.9M reactions from patents (1976-2016). The task is: Predict the reactants needed to synthesize the given product. (1) The reactants are: [N:1]1([C:7]([O:9][C:10]([CH3:13])([CH3:12])[CH3:11])=[O:8])[CH2:6][CH2:5][NH:4][CH2:3][CH2:2]1.C(=O)([O-])[O-].[K+].[K+].Br[CH:21]1[CH2:25][CH2:24][O:23][C:22]1=[O:26]. Given the product [O:26]=[C:22]1[CH:21]([N:4]2[CH2:5][CH2:6][N:1]([C:7]([O:9][C:10]([CH3:13])([CH3:12])[CH3:11])=[O:8])[CH2:2][CH2:3]2)[CH2:25][CH2:24][O:23]1, predict the reactants needed to synthesize it. (2) Given the product [Cl:1][C:2]1[C:11](/[CH:12]=[C:22](/[C:18]2[CH:17]=[N:16][CH:21]=[CH:20][CH:19]=2)\[C:23]#[N:24])=[CH:10][C:9]2[C:4](=[CH:5][CH:6]=[C:7]([O:14][CH3:15])[CH:8]=2)[N:3]=1, predict the reactants needed to synthesize it. The reactants are: [Cl:1][C:2]1[C:11]([CH:12]=O)=[CH:10][C:9]2[C:4](=[CH:5][CH:6]=[C:7]([O:14][CH3:15])[CH:8]=2)[N:3]=1.[N:16]1[CH:21]=[CH:20][CH:19]=[C:18]([CH2:22][C:23]#[N:24])[CH:17]=1. (3) The reactants are: [CH3:1][O:2][C:3]1[C:12]([CH3:13])=[C:11]2[C:6]([C:7]([O:24][CH2:25][CH2:26][C@@H:27]3[NH:41][C:40](=[O:42])[N:39]([CH3:43])[CH2:38][CH2:37][CH2:36][CH2:35][CH:34]=[CH:33][C@H:32]4[C@@:30]([C:44]([O:46]CC)=[O:45])([CH2:31]4)[NH:29][C:28]3=[O:49])=[CH:8][C:9]([C:14]3[N:18]([CH3:19])[N:17]=[C:16]([C:20]([F:23])([F:22])[F:21])[CH:15]=3)=[N:10]2)=[CH:5][CH:4]=1.C(C1N=C(C2C=C(OCC[C@@H]3NC(=O)N(C)CCCCC=C[C@H]4[C@@](C(O)=O)(C4)NC3=O)C3C(=C(C)C(OC)=CC=3)N=2)SC=1)(C)C. Given the product [CH3:19][N:18]1[C:14]([C:9]2[CH:8]=[C:7]([O:24][CH2:25][CH2:26][C@@H:27]3[NH:41][C:40](=[O:42])[N:39]([CH3:43])[CH2:38][CH2:37][CH2:36][CH2:35][CH:34]=[CH:33][C@H:32]4[C@@:30]([C:44]([OH:46])=[O:45])([CH2:31]4)[NH:29][C:28]3=[O:49])[C:6]3[C:11](=[C:12]([CH3:13])[C:3]([O:2][CH3:1])=[CH:4][CH:5]=3)[N:10]=2)=[CH:15][C:16]([C:20]([F:23])([F:22])[F:21])=[N:17]1, predict the reactants needed to synthesize it.